Dataset: Peptide-MHC class I binding affinity with 185,985 pairs from IEDB/IMGT. Task: Regression. Given a peptide amino acid sequence and an MHC pseudo amino acid sequence, predict their binding affinity value. This is MHC class I binding data. (1) The peptide sequence is EEKRWIAVPT. The MHC is Mamu-A11 with pseudo-sequence Mamu-A11. The binding affinity (normalized) is 0.0500. (2) The peptide sequence is KVFFVNWFR. The MHC is HLA-A02:01 with pseudo-sequence HLA-A02:01. The binding affinity (normalized) is 0.671. (3) The peptide sequence is ETQSGALEV. The MHC is HLA-A02:02 with pseudo-sequence HLA-A02:02. The binding affinity (normalized) is 0.0312.